This data is from Peptide-MHC class I binding affinity with 185,985 pairs from IEDB/IMGT. The task is: Regression. Given a peptide amino acid sequence and an MHC pseudo amino acid sequence, predict their binding affinity value. This is MHC class I binding data. (1) The peptide sequence is KTWAYHGSY. The MHC is HLA-A30:02 with pseudo-sequence HLA-A30:02. The binding affinity (normalized) is 0.232. (2) The peptide sequence is AKATGRYNL. The MHC is HLA-B15:01 with pseudo-sequence HLA-B15:01. The binding affinity (normalized) is 0.0847. (3) The peptide sequence is DTHYTVEFDR. The MHC is HLA-A68:01 with pseudo-sequence HLA-A68:01. The binding affinity (normalized) is 0.654. (4) The peptide sequence is TTARIAVRV. The MHC is HLA-B08:01 with pseudo-sequence HLA-B08:01. The binding affinity (normalized) is 0.167. (5) The peptide sequence is SIFQSSMTK. The MHC is HLA-A03:01 with pseudo-sequence HLA-A03:01. The binding affinity (normalized) is 0.770. (6) The peptide sequence is VKYLEGHGF. The MHC is HLA-B15:01 with pseudo-sequence HLA-B15:01. The binding affinity (normalized) is 0.